Task: Regression. Given two drug SMILES strings and cell line genomic features, predict the synergy score measuring deviation from expected non-interaction effect.. Dataset: NCI-60 drug combinations with 297,098 pairs across 59 cell lines Drug 1: CCN(CC)CCNC(=O)C1=C(NC(=C1C)C=C2C3=C(C=CC(=C3)F)NC2=O)C. Drug 2: CS(=O)(=O)OCCCCOS(=O)(=O)C. Cell line: OVCAR3. Synergy scores: CSS=-1.56, Synergy_ZIP=7.30, Synergy_Bliss=11.1, Synergy_Loewe=-1.42, Synergy_HSA=-0.623.